This data is from Reaction yield outcomes from USPTO patents with 853,638 reactions. The task is: Predict the reaction yield, written as a fraction of the theoretical maximum amount of product (1.0 means a 100% yield; for example, 0.34 means a 34% yield). (1) The product is [ClH:1].[CH3:31][NH:23][CH2:22][C:13]1[CH:14]=[C:15]([C:16]2[CH:21]=[CH:20][CH:19]=[CH:18][CH:17]=2)[N:11]([S:8]([C:5]2[CH:4]=[CH:3][C:2]([C:32]#[N:33])=[N:7][CH:6]=2)(=[O:9])=[O:10])[CH:12]=1. The catalyst is C(OCC)(=O)C.[C-]#N.[Zn+2].[C-]#N.C1C=CC([P]([Pd]([P](C2C=CC=CC=2)(C2C=CC=CC=2)C2C=CC=CC=2)([P](C2C=CC=CC=2)(C2C=CC=CC=2)C2C=CC=CC=2)[P](C2C=CC=CC=2)(C2C=CC=CC=2)C2C=CC=CC=2)(C2C=CC=CC=2)C2C=CC=CC=2)=CC=1. The reactants are [Cl:1][C:2]1[N:7]=[CH:6][C:5]([S:8]([N:11]2[C:15]([C:16]3[CH:21]=[CH:20][CH:19]=[CH:18][CH:17]=3)=[CH:14][C:13]([CH2:22][N:23]([CH3:31])C(=O)OC(C)(C)C)=[CH:12]2)(=[O:10])=[O:9])=[CH:4][CH:3]=1.[CH3:32][N:33](C)C=O.C(OCC)(=O)C.Cl. The yield is 0.680. (2) The reactants are [NH2:1][C:2]1[CH:3]=[C:4]2[C:9](=[C:10]([O:12][CH2:13][C:14]3[CH:19]=[CH:18][CH:17]=[CH:16][CH:15]=3)[CH:11]=1)[N:8]=[CH:7][CH:6]=[CH:5]2.[O:20](C(OC(C)(C)C)=O)[C:21]([O:23][C:24]([CH3:27])([CH3:26])[CH3:25])=O. The catalyst is O1CCOCC1. The product is [CH2:13]([O:12][C:10]1[CH:11]=[C:2]([NH:1][C:21]([O:23][C:24]([CH3:27])([CH3:26])[CH3:25])=[O:20])[CH:3]=[C:4]2[C:9]=1[N:8]=[CH:7][CH:6]=[CH:5]2)[C:14]1[CH:19]=[CH:18][CH:17]=[CH:16][CH:15]=1. The yield is 0.980. (3) The reactants are [BH4-].[Na+].[F:3][C:4]1[CH:36]=[CH:35][C:7]([C:8]([CH2:10][N:11]2[CH:15]=[CH:14][N:13]=[C:12]2[CH2:16][O:17][Si:18]([C:31]([CH3:34])([CH3:33])[CH3:32])([C:25]2[CH:30]=[CH:29][CH:28]=[CH:27][CH:26]=2)[C:19]2[CH:24]=[CH:23][CH:22]=[CH:21][CH:20]=2)=[O:9])=[CH:6][CH:5]=1.Cl. The catalyst is CO. The product is [F:3][C:4]1[CH:36]=[CH:35][C:7]([CH:8]([OH:9])[CH2:10][N:11]2[CH:15]=[CH:14][N:13]=[C:12]2[CH2:16][O:17][Si:18]([C:31]([CH3:33])([CH3:32])[CH3:34])([C:19]2[CH:20]=[CH:21][CH:22]=[CH:23][CH:24]=2)[C:25]2[CH:30]=[CH:29][CH:28]=[CH:27][CH:26]=2)=[CH:6][CH:5]=1. The yield is 0.630.